From a dataset of Full USPTO retrosynthesis dataset with 1.9M reactions from patents (1976-2016). Predict the reactants needed to synthesize the given product. (1) The reactants are: [NH2:1][C:2]1[C:7]([C:8]([F:11])([F:10])[F:9])=[CH:6][C:5](/[CH:12]=[C:13](\[O:17]C)/[C:14]([OH:16])=[O:15])=[CH:4][C:3]=1[Cl:19].Br. Given the product [NH2:1][C:2]1[C:7]([C:8]([F:9])([F:10])[F:11])=[CH:6][C:5](/[CH:12]=[C:13](\[OH:17])/[C:14]([OH:16])=[O:15])=[CH:4][C:3]=1[Cl:19], predict the reactants needed to synthesize it. (2) Given the product [O:1]=[C:2]1[N:6]([CH:7]2[CH2:8][CH2:9][N:10]([CH2:18][CH2:19][CH2:20][N:35]3[CH2:36][CH2:37][CH:32]([CH2:28][CH2:29][CH2:30][CH3:31])[CH2:33][CH2:34]3)[CH2:11][CH2:12]2)[C:5]2[CH:13]=[CH:14][CH:15]=[CH:16][C:4]=2[NH:3]1, predict the reactants needed to synthesize it. The reactants are: [O:1]=[C:2]1[N:6]([CH:7]2[CH2:12][CH2:11][NH:10][CH2:9][CH2:8]2)[C:5]2[CH:13]=[CH:14][CH:15]=[CH:16][C:4]=2[NH:3]1.Cl[CH2:18][CH2:19][CH2:20]I.C([O-])([O-])=O.[K+].[K+].[CH2:28]([CH:32]1[CH2:37][CH2:36][NH:35][CH2:34][CH2:33]1)[CH2:29][CH2:30][CH3:31].